Task: Regression. Given a peptide amino acid sequence and an MHC pseudo amino acid sequence, predict their binding affinity value. This is MHC class II binding data.. Dataset: Peptide-MHC class II binding affinity with 134,281 pairs from IEDB (1) The peptide sequence is GQIGNDPNRDIL. The MHC is DRB1_1201 with pseudo-sequence DRB1_1201. The binding affinity (normalized) is 0. (2) The peptide sequence is PGLIIGALAGST. The MHC is DRB3_0101 with pseudo-sequence DRB3_0101. The binding affinity (normalized) is 0.0583. (3) The peptide sequence is NKELRLMYVNCVKKN. The MHC is DRB1_1101 with pseudo-sequence DRB1_1101. The binding affinity (normalized) is 0.614. (4) The peptide sequence is SVLLTLVALAG. The MHC is HLA-DQA10101-DQB10501 with pseudo-sequence HLA-DQA10101-DQB10501. The binding affinity (normalized) is 0.389. (5) The peptide sequence is VKQNTLKLATGMRNV. The MHC is DRB1_0401 with pseudo-sequence DRB1_0401. The binding affinity (normalized) is 0.373. (6) The peptide sequence is AVMLTFDNAGMWNVR. The MHC is DRB1_0901 with pseudo-sequence DRB1_0901. The binding affinity (normalized) is 0.502. (7) The MHC is DRB4_0103 with pseudo-sequence DRB4_0103. The peptide sequence is PNRDGDSYYYSEPTS. The binding affinity (normalized) is 0.226.